The task is: Predict which catalyst facilitates the given reaction.. This data is from Catalyst prediction with 721,799 reactions and 888 catalyst types from USPTO. (1) Reactant: [F:1][C:2]1[CH:7]=[C:6]([I:8])[CH:5]=[CH:4][C:3]=1[NH:9][C:10]1[C:15]([N+:16]([O-:18])=[O:17])=[C:14](F)[CH:13]=[C:12]([F:20])[C:11]=1[F:21].C[O-].[Na+].[C:25](OCC)(=[O:27])C. Product: [F:1][C:2]1[CH:7]=[C:6]([I:8])[CH:5]=[CH:4][C:3]=1[NH:9][C:10]1[C:15]([N+:16]([O-:18])=[O:17])=[C:14]([O:27][CH3:25])[CH:13]=[C:12]([F:20])[C:11]=1[F:21]. The catalyst class is: 1. (2) Reactant: COC(C1CC2C(=CC=CC=2)C1)=O.[F:14][C:15]([F:33])([F:32])[O:16][C:17]1[CH:22]=[CH:21][C:20]([N:23]2[CH2:30][CH:29]3[NH:31][CH:25]([CH2:26][CH2:27][CH2:28]3)[CH2:24]2)=[CH:19][CH:18]=1.[CH3:34][O:35][C:36]([CH:38]1[CH2:46][C:45]2[C:40](=[CH:41][CH:42]=[CH:43][C:44]=2[S:47](Cl)(=[O:49])=[O:48])[CH2:39]1)=[O:37].C(=O)([O-])[O-].[K+].[K+]. Product: [CH3:34][O:35][C:36]([CH:38]1[CH2:46][C:45]2[C:40](=[CH:41][CH:42]=[CH:43][C:44]=2[S:47]([N:31]2[CH:29]3[CH2:28][CH2:27][CH2:26][CH:25]2[CH2:24][N:23]([C:20]2[CH:21]=[CH:22][C:17]([O:16][C:15]([F:14])([F:32])[F:33])=[CH:18][CH:19]=2)[CH2:30]3)(=[O:49])=[O:48])[CH2:39]1)=[O:37]. The catalyst class is: 10.